Dataset: CYP3A4 inhibition data for predicting drug metabolism from PubChem BioAssay. Task: Regression/Classification. Given a drug SMILES string, predict its absorption, distribution, metabolism, or excretion properties. Task type varies by dataset: regression for continuous measurements (e.g., permeability, clearance, half-life) or binary classification for categorical outcomes (e.g., BBB penetration, CYP inhibition). Dataset: cyp3a4_veith. (1) The compound is Cc1ccc(C)c(NC(=O)C2(C)CC3c4ccccc4C2c2ccccc23)c1. The result is 1 (inhibitor). (2) The compound is Cc1noc(C)c1-c1cc(N2CCNCC2)ncn1. The result is 0 (non-inhibitor).